Task: Regression. Given two drug SMILES strings and cell line genomic features, predict the synergy score measuring deviation from expected non-interaction effect.. Dataset: NCI-60 drug combinations with 297,098 pairs across 59 cell lines (1) Drug 1: C1=CC(=CC=C1CCC2=CNC3=C2C(=O)NC(=N3)N)C(=O)NC(CCC(=O)O)C(=O)O. Drug 2: CCN(CC)CCNC(=O)C1=C(NC(=C1C)C=C2C3=C(C=CC(=C3)F)NC2=O)C. Cell line: UACC62. Synergy scores: CSS=4.49, Synergy_ZIP=-4.72, Synergy_Bliss=-3.42, Synergy_Loewe=-5.97, Synergy_HSA=-3.05. (2) Drug 2: CN(CC1=CN=C2C(=N1)C(=NC(=N2)N)N)C3=CC=C(C=C3)C(=O)NC(CCC(=O)O)C(=O)O. Synergy scores: CSS=1.21, Synergy_ZIP=0.476, Synergy_Bliss=4.47, Synergy_Loewe=-6.66, Synergy_HSA=-0.229. Drug 1: C1=C(C(=O)NC(=O)N1)N(CCCl)CCCl. Cell line: UACC-257.